This data is from Peptide-MHC class I binding affinity with 185,985 pairs from IEDB/IMGT. The task is: Regression. Given a peptide amino acid sequence and an MHC pseudo amino acid sequence, predict their binding affinity value. This is MHC class I binding data. (1) The peptide sequence is GSPAIFQYTM. The MHC is Mamu-A02 with pseudo-sequence Mamu-A02. The binding affinity (normalized) is 0.370. (2) The peptide sequence is SGAENPGGYAL. The MHC is H-2-Db with pseudo-sequence H-2-Db. The binding affinity (normalized) is 0. (3) The peptide sequence is DHLKEKSSL. The MHC is HLA-B15:01 with pseudo-sequence HLA-B15:01. The binding affinity (normalized) is 0.0847. (4) The peptide sequence is LEVVTSTWV. The MHC is Patr-B2401 with pseudo-sequence Patr-B2401. The binding affinity (normalized) is 0.126. (5) The peptide sequence is RMRRAEPAA. The MHC is HLA-A23:01 with pseudo-sequence HLA-A23:01. The binding affinity (normalized) is 0. (6) The peptide sequence is HLEVQGYW. The MHC is Mamu-B17 with pseudo-sequence Mamu-B17. The binding affinity (normalized) is 0.822.